This data is from Forward reaction prediction with 1.9M reactions from USPTO patents (1976-2016). The task is: Predict the product of the given reaction. (1) The product is: [N:47]([C@H:2]([C:22]1[C:23]([CH3:32])=[C:24]2[C:25](=[CH:30][CH:31]=1)[C:26](=[O:29])[O:27][CH2:28]2)[CH2:3][N:4]1[CH2:21][CH2:20][C:7]2([C:11](=[O:12])[N:10]([C:13]3[CH2:14][O:15][C:16](=[O:19])[C:17]=3[CH3:18])[CH2:9][CH2:8]2)[CH2:6][CH2:5]1)=[N+:48]=[N-:49]. Given the reactants O[C@@H:2]([C:22]1[CH:31]=[CH:30][C:25]2[C:26](=[O:29])[O:27][CH2:28][C:24]=2[C:23]=1[CH3:32])[CH2:3][N:4]1[CH2:21][CH2:20][C:7]2([C:11](=[O:12])[N:10]([C:13]3[CH2:14][O:15][C:16](=[O:19])[C:17]=3[CH3:18])[CH2:9][CH2:8]2)[CH2:6][CH2:5]1.C1(P([N:47]=[N+:48]=[N-:49])(C2C=CC=CC=2)=O)C=CC=CC=1.C1(C)C=CC=CC=1.C1CCN2C(=NCCC2)CC1, predict the reaction product. (2) Given the reactants [N:1]1([CH2:6][C:7]2[CH:12]=[CH:11][N:10]3[C:13]([Sn](CCCC)(CCCC)CCCC)=[CH:14][N:15]=[C:9]3[N:8]=2)[CH:5]=[N:4][CH:3]=[N:2]1.Br[C:30]1[N:35]=[C:34]([C:36]2[CH:37]=[N:38][CH:39]=[CH:40][CH:41]=2)[CH:33]=[CH:32][CH:31]=1, predict the reaction product. The product is: [N:1]1([CH2:6][C:7]2[CH:12]=[CH:11][N:10]3[C:13]([C:30]4[N:35]=[C:34]([C:36]5[CH:37]=[N:38][CH:39]=[CH:40][CH:41]=5)[CH:33]=[CH:32][CH:31]=4)=[CH:14][N:15]=[C:9]3[N:8]=2)[CH:5]=[N:4][CH:3]=[N:2]1. (3) Given the reactants [Br:1]N1C(=O)CCC1=O.[NH2:9][C:10]1[CH:19]=[CH:18][C:17]([C:20]([C:22]2[N:26]3[CH:27]=[CH:28][CH:29]=[CH:30][C:25]3=[CH:24][N:23]=2)=[O:21])=[CH:16][C:11]=1[C:12]([O:14][CH3:15])=[O:13].O, predict the reaction product. The product is: [NH2:9][C:10]1[CH:19]=[CH:18][C:17]([C:20]([C:22]2[N:26]3[CH:27]=[CH:28][CH:29]=[CH:30][C:25]3=[C:24]([Br:1])[N:23]=2)=[O:21])=[CH:16][C:11]=1[C:12]([O:14][CH3:15])=[O:13]. (4) Given the reactants [C:1]([OH:7])([C:3](F)(F)F)=O.Cl[C:9]1[CH:16]=[CH:15][C:12](C=O)=[CH:11][C:10]=1[O:17][CH3:18].[CH2:19]([OH:23])[CH2:20][CH:21]=C.[OH-].[Na+].[Li+].[OH-].[Cl:28]CCCl, predict the reaction product. The product is: [Cl:28][CH2:18][O:17][C:10]1[CH:9]=[CH:16][C:15]([CH:1]2[CH2:3][CH:19]([OH:23])[CH2:20][CH2:21][O:7]2)=[CH:12][CH:11]=1. (5) Given the reactants [Cl:1][C:2]1[CH:10]=[C:9]2[C:5]([C:6]([C:11]([O:13]C)=[O:12])=[CH:7][NH:8]2)=[CH:4][C:3]=1[C:15]1[CH:20]=[CH:19][C:18]([O:21][CH3:22])=[CH:17][C:16]=1[F:23].[OH-].[Na+].Cl.C(Cl)Cl, predict the reaction product. The product is: [Cl:1][C:2]1[CH:10]=[C:9]2[C:5]([C:6]([C:11]([OH:13])=[O:12])=[CH:7][NH:8]2)=[CH:4][C:3]=1[C:15]1[CH:20]=[CH:19][C:18]([O:21][CH3:22])=[CH:17][C:16]=1[F:23]. (6) Given the reactants [C:1]([NH:5][C:6](=[O:26])[C:7]1[CH:12]=[CH:11][CH:10]=[C:9]([CH2:13][N:14]2[C:22]3[C:17](=[CH:18][C:19]([N+:23]([O-])=O)=[CH:20][CH:21]=3)[CH:16]=[N:15]2)[CH:8]=1)([CH3:4])([CH3:3])[CH3:2], predict the reaction product. The product is: [NH2:23][C:19]1[CH:18]=[C:17]2[C:22](=[CH:21][CH:20]=1)[N:14]([CH2:13][C:9]1[CH:8]=[C:7]([CH:12]=[CH:11][CH:10]=1)[C:6]([NH:5][C:1]([CH3:3])([CH3:4])[CH3:2])=[O:26])[N:15]=[CH:16]2. (7) Given the reactants CN1C=CN=C1.[CH:7]1([CH2:12][C@H:13]([CH2:24][N:25]([CH:34]=[O:35])[O:26][CH2:27][C:28]2[CH:33]=[CH:32][CH:31]=[CH:30][CH:29]=2)[C:14]([N:16]2[C@H:20]([C:21]([OH:23])=O)[CH2:19][CH:18]=[N:17]2)=[O:15])[CH2:11][CH2:10][CH2:9][CH2:8]1.S(Cl)(C)(=O)=O.[N:41]1[CH:46]=[CH:45][C:44]([NH2:47])=[N:43][CH:42]=1, predict the reaction product. The product is: [CH:7]1([CH2:12][C@H:13]([CH2:24][N:25]([CH:34]=[O:35])[O:26][CH2:27][C:28]2[CH:29]=[CH:30][CH:31]=[CH:32][CH:33]=2)[C:14]([N:16]2[C@H:20]([C:21]([NH:47][C:44]3[CH:45]=[CH:46][N:41]=[CH:42][N:43]=3)=[O:23])[CH2:19][CH:18]=[N:17]2)=[O:15])[CH2:11][CH2:10][CH2:9][CH2:8]1.